Dataset: Merck oncology drug combination screen with 23,052 pairs across 39 cell lines. Task: Regression. Given two drug SMILES strings and cell line genomic features, predict the synergy score measuring deviation from expected non-interaction effect. (1) Drug 1: N#Cc1ccc(Cn2cncc2CN2CCN(c3cccc(Cl)c3)C(=O)C2)cc1. Drug 2: COC1=C2CC(C)CC(OC)C(O)C(C)C=C(C)C(OC(N)=O)C(OC)C=CC=C(C)C(=O)NC(=CC1=O)C2=O. Cell line: SKOV3. Synergy scores: synergy=15.7. (2) Drug 1: NC1(c2ccc(-c3nc4ccn5c(=O)[nH]nc5c4cc3-c3ccccc3)cc2)CCC1. Drug 2: O=C(NOCC(O)CO)c1ccc(F)c(F)c1Nc1ccc(I)cc1F. Cell line: A427. Synergy scores: synergy=43.4. (3) Drug 1: CCC1=CC2CN(C1)Cc1c([nH]c3ccccc13)C(C(=O)OC)(c1cc3c(cc1OC)N(C)C1C(O)(C(=O)OC)C(OC(C)=O)C4(CC)C=CCN5CCC31C54)C2. Drug 2: O=C(CCCCCCC(=O)Nc1ccccc1)NO. Cell line: KPL1. Synergy scores: synergy=5.73. (4) Drug 1: CC(=O)OC1C(=O)C2(C)C(O)CC3OCC3(OC(C)=O)C2C(OC(=O)c2ccccc2)C2(O)CC(OC(=O)C(O)C(NC(=O)c3ccccc3)c3ccccc3)C(C)=C1C2(C)C. Drug 2: Cn1c(=O)n(-c2ccc(C(C)(C)C#N)cc2)c2c3cc(-c4cnc5ccccc5c4)ccc3ncc21. Cell line: T47D. Synergy scores: synergy=97.8. (5) Cell line: SKMES1. Drug 1: O=S1(=O)NC2(CN1CC(F)(F)F)C1CCC2Cc2cc(C=CCN3CCC(C(F)(F)F)CC3)ccc2C1. Synergy scores: synergy=21.5. Drug 2: CNC(=O)c1cc(Oc2ccc(NC(=O)Nc3ccc(Cl)c(C(F)(F)F)c3)cc2)ccn1. (6) Drug 1: O=C(CCCCCCC(=O)Nc1ccccc1)NO. Drug 2: Cn1cc(-c2cnn3c(N)c(Br)c(C4CCCNC4)nc23)cn1. Cell line: NCIH520. Synergy scores: synergy=6.03. (7) Drug 1: COC1CC2CCC(C)C(O)(O2)C(=O)C(=O)N2CCCCC2C(=O)OC(C(C)CC2CCC(OP(C)(C)=O)C(OC)C2)CC(=O)C(C)C=C(C)C(O)C(OC)C(=O)C(C)CC(C)C=CC=CC=C1C. Drug 2: CCC1(O)C(=O)OCc2c1cc1n(c2=O)Cc2cc3c(CN(C)C)c(O)ccc3nc2-1. Cell line: T47D. Synergy scores: synergy=15.7. (8) Drug 1: CC(C)CC(NC(=O)C(Cc1ccccc1)NC(=O)c1cnccn1)B(O)O. Drug 2: NC1CCCCC1N.O=C(O)C(=O)O.[Pt+2]. Cell line: OVCAR3. Synergy scores: synergy=-5.49. (9) Drug 2: Cn1cc(-c2cnn3c(N)c(Br)c(C4CCCNC4)nc23)cn1. Cell line: NCIH2122. Synergy scores: synergy=3.72. Drug 1: O=C(CCCCCCC(=O)Nc1ccccc1)NO. (10) Drug 1: CCC1(O)CC2CN(CCc3c([nH]c4ccccc34)C(C(=O)OC)(c3cc4c(cc3OC)N(C)C3C(O)(C(=O)OC)C(OC(C)=O)C5(CC)C=CCN6CCC43C65)C2)C1. Drug 2: NC(=O)c1cccc2cn(-c3ccc(C4CCCNC4)cc3)nc12. Cell line: RPMI7951. Synergy scores: synergy=-5.58.